From a dataset of Reaction yield outcomes from USPTO patents with 853,638 reactions. Predict the reaction yield, written as a fraction of the theoretical maximum amount of product (1.0 means a 100% yield; for example, 0.34 means a 34% yield). The reactants are [Br:1][C:2]1[CH:7]=[CH:6][C:5]([NH:8][C:9]2[C:10]([C:26]([OH:28])=O)=[CH:11][C:12]3[N:16]([CH2:17][CH:18]4[CH2:23][CH2:22][CH2:21][CH2:20][O:19]4)[CH:15]=[N:14][C:13]=3[C:24]=2[F:25])=[C:4]([Cl:29])[CH:3]=1.C1C=CC2N(O)N=NC=2C=1.C(N(CC)CC)C.[CH:47]([O:49][CH2:50][CH2:51][O:52][NH2:53])=[CH2:48].CCN=C=NCCCN(C)C. The catalyst is CN(C)C=O.C(OCC)(=O)C.O. The product is [CH:47]([O:49][CH2:50][CH2:51][O:52][NH:53][C:26]([C:10]1[C:9]([NH:8][C:5]2[CH:6]=[CH:7][C:2]([Br:1])=[CH:3][C:4]=2[Cl:29])=[C:24]([F:25])[C:13]2[N:14]=[CH:15][N:16]([CH2:17][CH:18]3[CH2:23][CH2:22][CH2:21][CH2:20][O:19]3)[C:12]=2[CH:11]=1)=[O:28])=[CH2:48]. The yield is 0.790.